This data is from Full USPTO retrosynthesis dataset with 1.9M reactions from patents (1976-2016). The task is: Predict the reactants needed to synthesize the given product. (1) Given the product [NH2:33][C:31]1[CH:30]=[CH:29][C:3]([O:4][C:5]2[CH:10]=[CH:9][N:8]=[CH:7][C:6]=2/[CH:11]=[CH:12]/[C:13]([N:15]2[CH2:16][CH2:17][CH:18]([NH:21][C:22](=[O:28])[O:23][C:24]([CH3:25])([CH3:26])[CH3:27])[CH2:19][CH2:20]2)=[O:14])=[C:2]([F:1])[CH:32]=1, predict the reactants needed to synthesize it. The reactants are: [F:1][C:2]1[CH:32]=[C:31]([N+:33]([O-])=O)[CH:30]=[CH:29][C:3]=1[O:4][C:5]1[CH:10]=[CH:9][N:8]=[CH:7][C:6]=1/[CH:11]=[CH:12]/[C:13]([N:15]1[CH2:20][CH2:19][CH:18]([NH:21][C:22](=[O:28])[O:23][C:24]([CH3:27])([CH3:26])[CH3:25])[CH2:17][CH2:16]1)=[O:14].[NH4+].[Cl-]. (2) Given the product [CH3:1][O:2][C:3]1[CH:8]=[CH:7][C:6]([CH2:9][CH2:10][NH:11][C:12](=[O:14])[CH3:13])=[CH:5][CH:4]=1, predict the reactants needed to synthesize it. The reactants are: [CH3:1][O:2][C:3]1[CH:8]=[CH:7][C:6]([CH2:9][CH2:10][NH2:11])=[CH:5][CH:4]=1.[C:12](OC(=O)C)(=[O:14])[CH3:13]. (3) The reactants are: [C:1]1([OH:7])[CH:6]=[CH:5][CH:4]=[CH:3][CH:2]=1.[CH3:8][CH:9]=[CH2:10].[CH3:11][CH:12]=[CH2:13].[CH3:14][CH:15]=[CH2:16].[CH3:17][CH:18]=[CH2:19].[CH3:20][CH:21]=[CH2:22].[H-].[Ca+2:24].[H-].[Ca]. Given the product [Ca:24].[CH2:10]([C:2]1[CH:3]=[CH:4][CH:5]=[CH:6][C:1]=1[OH:7])[CH2:9][CH2:8][CH2:13][CH2:12][CH2:11][CH2:16][CH2:15][CH2:14][CH2:19][CH2:18][CH2:17][CH2:20][CH2:21][CH3:22], predict the reactants needed to synthesize it.